This data is from Full USPTO retrosynthesis dataset with 1.9M reactions from patents (1976-2016). The task is: Predict the reactants needed to synthesize the given product. (1) The reactants are: [C:1]([N:8]1[CH2:12][CH2:11][CH2:10][C@H:9]1[CH2:13][OH:14])([O:3][C:4]([CH3:7])([CH3:6])[CH3:5])=[O:2].[C:15]1(O)[CH:20]=[CH:19][CH:18]=[CH:17][CH:16]=1.C1(P(C2C=CC=CC=2)C2C=CC=CC=2)C=CC=CC=1.N(C(OC(C)C)=O)=NC(OC(C)C)=O. Given the product [C:4]([O:3][C:1]([N:8]1[CH2:12][CH2:11][CH2:10][C@H:9]1[CH2:13][O:14][C:15]1[CH:20]=[CH:19][CH:18]=[CH:17][CH:16]=1)=[O:2])([CH3:7])([CH3:6])[CH3:5], predict the reactants needed to synthesize it. (2) Given the product [CH:1]([C:3]1[CH:4]=[C:5]([CH:9]=[CH:10][CH:11]=1)[C:6]([O:8][CH3:14])=[O:7])=[O:2], predict the reactants needed to synthesize it. The reactants are: [CH:1]([C:3]1[CH:4]=[C:5]([CH:9]=[CH:10][CH:11]=1)[C:6]([OH:8])=[O:7])=[O:2].CO.[C:14]([O-])([O-])=O.[Cs+].[Cs+].IC. (3) The reactants are: [NH2:1][C:2](=[O:38])[CH:3]([OH:37])[CH:4]([NH:12][C:13](=[O:36])[C:14]1[CH:19]=[CH:18][CH:17]=[N:16][C:15]=1[N:20]1[CH:24]=[CH:23][C:22]([CH2:25][N:26]2[CH2:31][CH2:30][CH:29]([C:32]([CH3:35])([CH3:34])[CH3:33])[CH2:28][CH2:27]2)=[N:21]1)[CH2:5][C:6]1[CH:11]=[CH:10][CH:9]=[CH:8][CH:7]=1. Given the product [NH2:1][C:2](=[O:38])[C:3](=[O:37])[CH:4]([NH:12][C:13](=[O:36])[C:14]1[CH:19]=[CH:18][CH:17]=[N:16][C:15]=1[N:20]1[CH:24]=[CH:23][C:22]([CH2:25][N:26]2[CH2:27][CH2:28][CH:29]([C:32]([CH3:34])([CH3:35])[CH3:33])[CH2:30][CH2:31]2)=[N:21]1)[CH2:5][C:6]1[CH:7]=[CH:8][CH:9]=[CH:10][CH:11]=1, predict the reactants needed to synthesize it. (4) Given the product [C:2]([C:6]1[N:11]=[CH:10][C:9]([C:12]2[N:13]([C:33]([N:35]3[CH2:40][CH2:39][N:38]([CH2:41][C:42]([NH:54][CH:51]4[CH2:52][CH2:53][O:48][CH2:49][CH2:50]4)=[O:43])[CH2:37][CH2:36]3)=[O:34])[C@@:14]([C:26]3[CH:27]=[CH:28][C:29]([Cl:32])=[CH:30][CH:31]=3)([CH3:25])[C@@:15]([C:18]3[CH:19]=[CH:20][C:21]([Cl:24])=[CH:22][CH:23]=3)([CH3:17])[N:16]=2)=[C:8]([O:45][CH2:46][CH3:47])[CH:7]=1)([CH3:4])([CH3:3])[CH3:5], predict the reactants needed to synthesize it. The reactants are: Cl.[C:2]([C:6]1[N:11]=[CH:10][C:9]([C:12]2[N:13]([C:33]([N:35]3[CH2:40][CH2:39][N:38]([CH2:41][C:42](O)=[O:43])[CH2:37][CH2:36]3)=[O:34])[C@@:14]([C:26]3[CH:31]=[CH:30][C:29]([Cl:32])=[CH:28][CH:27]=3)([CH3:25])[C@@:15]([C:18]3[CH:23]=[CH:22][C:21]([Cl:24])=[CH:20][CH:19]=3)([CH3:17])[N:16]=2)=[C:8]([O:45][CH2:46][CH3:47])[CH:7]=1)([CH3:5])([CH3:4])[CH3:3].[O:48]1[CH2:53][CH2:52][CH:51]([NH2:54])[CH2:50][CH2:49]1.